This data is from Catalyst prediction with 721,799 reactions and 888 catalyst types from USPTO. The task is: Predict which catalyst facilitates the given reaction. (1) Reactant: [Br:1][C:2]1[CH:3]=[CH:4][C:5]([N:15]2[CH2:24][C:23]([CH3:26])([CH3:25])[C:22]3[C:17](=[C:18]([C:27]([O:29]C)=[O:28])[CH:19]=[CH:20][CH:21]=3)[CH2:16]2)=[N:6][C:7]=1[C:8]([O:10][C:11]([CH3:14])([CH3:13])[CH3:12])=[O:9].[Li+].[OH-].Cl. Product: [Br:1][C:2]1[CH:3]=[CH:4][C:5]([N:15]2[CH2:24][C:23]([CH3:26])([CH3:25])[C:22]3[C:17](=[C:18]([C:27]([OH:29])=[O:28])[CH:19]=[CH:20][CH:21]=3)[CH2:16]2)=[N:6][C:7]=1[C:8]([O:10][C:11]([CH3:14])([CH3:13])[CH3:12])=[O:9]. The catalyst class is: 253. (2) Reactant: C([N:8]1[CH2:13][CH2:12][CH:11]([C:14]2[CH:19]=[CH:18][CH:17]=[C:16]([Br:20])[CH:15]=2)[CH:10](O)[CH2:9]1)C1C=CC=CC=1.[C:22](=[O:25])([O-:24])[O-:23].[Li+].[Li+].Cl[C:29]([O:31][CH2:32][CH2:33][Si:34]([CH3:37])([CH3:36])[CH3:35])=[O:30].O1[CH2:42][CH2:41]CC1. Product: [Br:20][C:16]1[CH:15]=[C:14]([CH:11]2[CH2:10][CH2:9][N:8]([C:29]([O:31][CH2:32][CH2:33][Si:34]([CH3:37])([CH3:36])[CH3:35])=[O:30])[CH2:13][CH:12]2[O:25][C:22]([O:24][CH2:41][CH2:42][Si:34]([CH3:36])([CH3:35])[CH3:33])=[O:23])[CH:19]=[CH:18][CH:17]=1. The catalyst class is: 11. (3) Reactant: [C:1]([C:3]1[CH:28]=[CH:27][C:6]([O:7][CH2:8][CH2:9][CH2:10][O:11][C:12]2[CH:13]=[C:14]3[C:18](=[CH:19][CH:20]=2)[C@H:17]([CH2:21][C:22]([O:24][CH2:25][CH3:26])=[O:23])[CH2:16][CH2:15]3)=[C:5]([O:29][CH3:30])[CH:4]=1)#[N:2].[SH2:31].C(NCC)C. Product: [NH2:2][C:1]([C:3]1[CH:28]=[CH:27][C:6]([O:7][CH2:8][CH2:9][CH2:10][O:11][C:12]2[CH:13]=[C:14]3[C:18](=[CH:19][CH:20]=2)[C@H:17]([CH2:21][C:22]([O:24][CH2:25][CH3:26])=[O:23])[CH2:16][CH2:15]3)=[C:5]([O:29][CH3:30])[CH:4]=1)=[S:31]. The catalyst class is: 3. (4) Reactant: C(O[C:6]([C:8]1[C:9]([OH:18])=[C:10]2[CH:16]=[C:15]([Br:17])[S:14][C:11]2=[CH:12][N:13]=1)=[O:7])CCC.[NH2:19][CH2:20][C:21]([OH:23])=[O:22]. Product: [Br:17][C:15]1[S:14][C:11]2=[CH:12][N:13]=[C:8]([C:6]([NH:19][CH2:20][C:21]([OH:23])=[O:22])=[O:7])[C:9]([OH:18])=[C:10]2[CH:16]=1. The catalyst class is: 779.